From a dataset of Reaction yield outcomes from USPTO patents with 853,638 reactions. Predict the reaction yield, written as a fraction of the theoretical maximum amount of product (1.0 means a 100% yield; for example, 0.34 means a 34% yield). (1) The reactants are [C:1]([C:4]1[CH:9]=[CH:8][C:7]([S:10]([NH2:13])(=[O:12])=[O:11])=[CH:6][CH:5]=1)(=[O:3])[CH3:2].[C:14]([O:18][C:19]([N:21]1[C:29]2[C:24](=[CH:25][CH:26]=[CH:27][CH:28]=2)[CH:23]=[C:22]1[C:30]1[CH:35]=[C:34]([CH:36]=O)[C:33]([O:38][CH3:39])=[CH:32][C:31]=1[O:40][CH3:41])=[O:20])([CH3:17])([CH3:16])[CH3:15]. No catalyst specified. The product is [C:14]([O:18][C:19]([N:21]1[C:29]2[C:24](=[CH:25][CH:26]=[CH:27][CH:28]=2)[CH:23]=[C:22]1[C:30]1[CH:35]=[C:34](/[CH:36]=[CH:2]/[C:1](=[O:3])[C:4]2[CH:5]=[CH:6][C:7]([S:10]([NH2:13])(=[O:11])=[O:12])=[CH:8][CH:9]=2)[C:33]([O:38][CH3:39])=[CH:32][C:31]=1[O:40][CH3:41])=[O:20])([CH3:17])([CH3:16])[CH3:15]. The yield is 0.400. (2) The reactants are Br[CH2:2][C:3]1[N:8]=[C:7]([C:9]2[CH:14]=[CH:13][CH:12]=[CH:11][CH:10]=2)[N:6]=[C:5]([C:15]([O:17][CH3:18])=[O:16])[CH:4]=1.CCN(C(C)C)C(C)C.[NH:28]1[CH2:33][CH2:32][O:31][CH2:30][CH2:29]1. The catalyst is C(Cl)Cl. The product is [O:31]1[CH2:32][CH2:33][N:28]([CH2:2][C:3]2[N:8]=[C:7]([C:9]3[CH:14]=[CH:13][CH:12]=[CH:11][CH:10]=3)[N:6]=[C:5]([C:15]([O:17][CH3:18])=[O:16])[CH:4]=2)[CH2:29][CH2:30]1. The yield is 0.920.